This data is from Catalyst prediction with 721,799 reactions and 888 catalyst types from USPTO. The task is: Predict which catalyst facilitates the given reaction. (1) Reactant: [N:1]1[CH:6]=[CH:5][CH:4]=[CH:3][C:2]=1[C:7]1[O:11][CH:10]=[N:9][CH:8]=1.[Li]CCCC.[Sn:17](Cl)([CH2:26][CH2:27][CH2:28][CH3:29])([CH2:22][CH2:23][CH2:24][CH3:25])[CH2:18][CH2:19][CH2:20][CH3:21]. Product: [N:1]1[CH:6]=[CH:5][CH:4]=[CH:3][C:2]=1[C:7]1[O:11][C:10]([Sn:17]([CH2:22][CH2:23][CH2:24][CH3:25])([CH2:26][CH2:27][CH2:28][CH3:29])[CH2:18][CH2:19][CH2:20][CH3:21])=[N:9][CH:8]=1. The catalyst class is: 28. (2) The catalyst class is: 4. Product: [C:11]1([C:17]#[C:18][C:19](=[O:22])[CH2:20][CH3:21])[CH:16]=[CH:15][CH:14]=[CH:13][CH:12]=1. Reactant: C(Cl)(=O)C(Cl)=O.CS(C)=O.[C:11]1([C:17]#[C:18][CH:19]([OH:22])[CH2:20][CH3:21])[CH:16]=[CH:15][CH:14]=[CH:13][CH:12]=1.C(N(CC)CC)C. (3) The catalyst class is: 1. Product: [CH2:1]([C:4]1[CH:29]=[C:28]([O:30][C:31]2[CH:32]=[CH:33][CH:34]=[CH:35][CH:36]=2)[CH:27]=[CH:26][C:5]=1[O:6][CH2:7][CH2:8][CH2:9][O:10][C:11]1[CH:20]=[C:19]2[C:14]([CH2:15][CH2:16][C:17]([CH2:59][CH2:60][CH3:61])([C:21]([O:23][CH2:24][CH3:25])=[O:22])[O:18]2)=[CH:13][CH:12]=1)[CH2:2][CH3:3]. Reactant: [CH2:1]([C:4]1[CH:29]=[C:28]([O:30][C:31]2[CH:36]=[CH:35][CH:34]=[CH:33][CH:32]=2)[CH:27]=[CH:26][C:5]=1[O:6][CH2:7][CH2:8][CH2:9][O:10][C:11]1[CH:20]=[C:19]2[C:14]([CH2:15][CH2:16][CH:17]([C:21]([O:23][CH2:24][CH3:25])=[O:22])[O:18]2)=[CH:13][CH:12]=1)[CH2:2][CH3:3].CN(C)P(N(C)C)(N(C)C)=O.C[Si]([N-][Si](C)(C)C)(C)C.[Na+].I[CH2:59][CH2:60][CH3:61]. (4) Reactant: [CH3:1][O:2][C:3]([C:5]1[S:6][CH:7]=[CH:8][C:9]=1[N:10]([C:17]([C@H:19]1[CH2:24][CH2:23][C@H:22]([CH3:25])[CH2:21][CH2:20]1)=[O:18])[CH:11]1[CH2:16][CH2:15][NH:14][CH2:13][CH2:12]1)=[O:4].[CH2:26]=O. Product: [CH3:1][O:2][C:3]([C:5]1[S:6][CH:7]=[CH:8][C:9]=1[N:10]([C:17]([C@H:19]1[CH2:20][CH2:21][C@H:22]([CH3:25])[CH2:23][CH2:24]1)=[O:18])[CH:11]1[CH2:12][CH2:13][N:14]([CH3:26])[CH2:15][CH2:16]1)=[O:4]. The catalyst class is: 26. (5) Reactant: [NH2:1][CH:2]([CH2:5][C:6]([F:9])([F:8])[F:7])[CH2:3][OH:4].C(=O)([O-])[O-].[K+].[K+].Cl[C:17]([O:19][CH2:20][C:21]1[CH:26]=[CH:25][CH:24]=[CH:23][CH:22]=1)=[O:18]. Product: [F:7][C:6]([F:9])([F:8])[CH2:5][CH:2]([NH:1][C:17](=[O:18])[O:19][CH2:20][C:21]1[CH:26]=[CH:25][CH:24]=[CH:23][CH:22]=1)[CH2:3][OH:4]. The catalyst class is: 12. (6) Reactant: [Cl:1][C:2]1[CH:7]=[C:6]([C@@H:8]2[NH:12][CH:11]([C:13]([OH:15])=[O:14])[CH2:10][S:9]2)[CH:5]=[CH:4][N:3]=1.CCN(C(C)C)C(C)C.Cl[C:26]([O:28][CH2:29][C:30]1[CH:35]=[CH:34][CH:33]=[CH:32][CH:31]=1)=[O:27]. Product: [CH2:29]([O:28][C:26]([N:12]1[CH:11]([C:13]([OH:15])=[O:14])[CH2:10][S:9][C@@H:8]1[C:6]1[CH:5]=[CH:4][N:3]=[C:2]([Cl:1])[CH:7]=1)=[O:27])[C:30]1[CH:35]=[CH:34][CH:33]=[CH:32][CH:31]=1. The catalyst class is: 3. (7) Reactant: [O:1]=[C:2]1[C:10]2[C:5](=[CH:6][CH:7]=[CH:8][CH:9]=2)[C:4](=O)[N:3]1[CH:12]([CH2:22][C:23]1[CH:28]=CC=C[C:24]=1C=C)[C:13]([O:15]CC[Si](C)(C)C)=[O:14].O=[O+][O-]. Product: [NH2:3][CH:2]1[C:2](=[O:1])[N:3]([CH:12]([CH2:22][CH:23]([CH3:24])[CH3:28])[C:13]([O:15][C:23]([CH3:28])([CH3:24])[CH3:22])=[O:14])[CH2:4][C:5]2[CH:6]=[CH:7][CH:8]=[CH:9][C:10]=2[CH2:10]1. The catalyst class is: 61.